Task: Predict the product of the given reaction.. Dataset: Forward reaction prediction with 1.9M reactions from USPTO patents (1976-2016) (1) The product is: [N:1]1[C:2]2[C:3](=[N:4][CH:5]=[CH:6][CH:7]=2)[N:8]([CH2:9][C:10]([OH:12])=[O:11])[N:17]=1. Given the reactants [NH2:1][C:2]1[C:3]([NH:8][CH2:9][C:10]([OH:12])=[O:11])=[N:4][CH:5]=[CH:6][CH:7]=1.CC(O)=O.[N:17]([O-])=O.[Na+], predict the reaction product. (2) Given the reactants [Br:1][C:2]1[CH:7]=[CH:6][C:5]([C:8]([C:18]2[CH:19]=[N:20][C:21]([N:24]3[CH2:29][CH2:28][O:27][CH2:26][CH2:25]3)=[CH:22][CH:23]=2)=[N:9][NH:10]C(OC(C)(C)C)=O)=[C:4](F)[CH:3]=1.N12CCCN=C1CCCCC2, predict the reaction product. The product is: [Br:1][C:2]1[CH:7]=[C:6]2[C:5]([C:8]([C:18]3[CH:19]=[N:20][C:21]([N:24]4[CH2:29][CH2:28][O:27][CH2:26][CH2:25]4)=[CH:22][CH:23]=3)=[N:9][NH:10]2)=[CH:4][CH:3]=1. (3) Given the reactants [CH3:1][O:2][CH2:3][CH2:4][O:5][CH:6]([CH3:16])[CH2:7][NH:8]C(=O)OC(C)(C)C.[ClH:17], predict the reaction product. The product is: [ClH:17].[CH3:1][O:2][CH2:3][CH2:4][O:5][CH:6]([CH3:16])[CH2:7][NH2:8].